Dataset: Full USPTO retrosynthesis dataset with 1.9M reactions from patents (1976-2016). Task: Predict the reactants needed to synthesize the given product. (1) Given the product [F:1][C:2]1[CH:7]=[CH:6][C:5]([O:8][C:9]2[N:14]=[CH:13][C:12]([C:15]([N:32]([CH3:33])[C:29]3[CH:28]=[CH:27][C:26]([CH2:25][N:23]4[CH2:22][CH2:21][N:20]([C:34]([O:36][C:37]([CH3:39])([CH3:38])[CH3:40])=[O:35])[C@@H:19]([CH3:18])[CH2:24]4)=[CH:31][CH:30]=3)=[O:16])=[CH:11][CH:10]=2)=[CH:4][CH:3]=1, predict the reactants needed to synthesize it. The reactants are: [F:1][C:2]1[CH:7]=[CH:6][C:5]([O:8][C:9]2[N:14]=[CH:13][C:12]([C:15](Cl)=[O:16])=[CH:11][CH:10]=2)=[CH:4][CH:3]=1.[CH3:18][C@H:19]1[CH2:24][N:23]([CH2:25][C:26]2[CH:31]=[CH:30][C:29]([NH:32][CH3:33])=[CH:28][CH:27]=2)[CH2:22][CH2:21][N:20]1[C:34]([O:36][C:37]([CH3:40])([CH3:39])[CH3:38])=[O:35].C(N(CC)CC)C. (2) Given the product [F:16][C:17]1[N:22]=[C:21]([N:23]2[CH2:28][CH2:27][N:26]([CH2:2][C:3]3[CH:8]=[CH:7][C:6]([C:9]([NH:12][C:13](=[O:15])[CH3:14])([CH3:11])[CH3:10])=[CH:5][CH:4]=3)[CH2:25][CH2:24]2)[CH:20]=[CH:19][CH:18]=1, predict the reactants needed to synthesize it. The reactants are: Cl[CH2:2][C:3]1[CH:8]=[CH:7][C:6]([C:9]([NH:12][C:13](=[O:15])[CH3:14])([CH3:11])[CH3:10])=[CH:5][CH:4]=1.[F:16][C:17]1[N:22]=[C:21]([N:23]2[CH2:28][CH2:27][NH:26][CH2:25][CH2:24]2)[CH:20]=[CH:19][CH:18]=1. (3) Given the product [F:8][C:9]([F:23])([F:24])[C:10]1[CH:11]=[C:12]([CH:16]=[C:17]([C:19]([F:22])([F:20])[F:21])[CH:18]=1)[C:13]([NH:1][CH2:2][CH2:3][CH2:4][C:5]([OH:7])=[O:6])=[O:14], predict the reactants needed to synthesize it. The reactants are: [NH2:1][CH2:2][CH2:3][CH2:4][C:5]([OH:7])=[O:6].[F:8][C:9]([F:24])([F:23])[C:10]1[CH:11]=[C:12]([CH:16]=[C:17]([C:19]([F:22])([F:21])[F:20])[CH:18]=1)[C:13](Cl)=[O:14]. (4) Given the product [CH3:57][O:56][C:53]1[CH:52]=[CH:51][C:50]([CH:39]([O:35][C:34]([C:11]2([C:14]([O:16][CH2:17][C:18]3[CH:23]=[CH:22][CH:21]=[CH:20][CH:19]=3)=[O:15])[CH2:12][CH2:13][N:8]([C:6]([O:5][C:1]([CH3:4])([CH3:2])[CH3:3])=[O:7])[CH2:9][CH2:10]2)=[O:36])[C:40]([C:42]2[CH:43]=[CH:44][C:45]([O:48][CH3:49])=[CH:46][CH:47]=2)=[O:41])=[CH:55][CH:54]=1, predict the reactants needed to synthesize it. The reactants are: [C:1]([O:5][C:6]([N:8]1[CH2:13][CH2:12][CH:11]([C:14]([O:16][CH2:17][C:18]2[CH:23]=[CH:22][CH:21]=[CH:20][CH:19]=2)=[O:15])[CH2:10][CH2:9]1)=[O:7])([CH3:4])([CH3:3])[CH3:2].C[Si]([N-][Si](C)(C)C)(C)C.[K+].[C:34](=[O:36])=[O:35].Cl.Br[CH:39]([C:50]1[CH:55]=[CH:54][C:53]([O:56][CH3:57])=[CH:52][CH:51]=1)[C:40]([C:42]1[CH:47]=[CH:46][C:45]([O:48][CH3:49])=[CH:44][CH:43]=1)=[O:41].C(=O)([O-])[O-].[Cs+].[Cs+]. (5) Given the product [CH3:15][O:14][C:12]1[CH:13]=[C:5]2[C:6](=[C:10]([O:16][CH3:17])[CH:11]=1)[C:7](=[O:9])[O:8][C:1](=[O:2])[CH2:4]2, predict the reactants needed to synthesize it. The reactants are: [C:1]([CH2:4][C:5]1[CH:13]=[C:12]([O:14][CH3:15])[CH:11]=[C:10]([O:16][CH3:17])[C:6]=1[C:7]([OH:9])=[O:8])(O)=[O:2].C(OC(=O)C)(=O)C. (6) Given the product [C:1]([O:5][C:6](=[O:53])[NH:7][C@@H:8]([C:19](=[O:52])[NH:20][C@H:21]1[CH2:22][CH2:23][C@H:24]([NH:27][C:28]2[CH:33]=[C:32]([N:34]3[C:38]4[CH:39]=[CH:40][CH:41]=[CH:42][C:37]=4[N:36]=[C:35]3[CH:43]([F:45])[F:44])[N:31]=[C:30]([N:46]3[CH2:51][CH2:50][O:49][CH2:48][CH2:47]3)[N:29]=2)[CH2:25][CH2:26]1)[CH2:9][CH2:10][OH:11])([CH3:4])([CH3:2])[CH3:3], predict the reactants needed to synthesize it. The reactants are: [C:1]([O:5][C:6](=[O:53])[NH:7][C@@H:8]([C:19](=[O:52])[NH:20][C@H:21]1[CH2:26][CH2:25][C@H:24]([NH:27][C:28]2[CH:33]=[C:32]([N:34]3[C:38]4[CH:39]=[CH:40][CH:41]=[CH:42][C:37]=4[N:36]=[C:35]3[CH:43]([F:45])[F:44])[N:31]=[C:30]([N:46]3[CH2:51][CH2:50][O:49][CH2:48][CH2:47]3)[N:29]=2)[CH2:23][CH2:22]1)[CH2:9][CH2:10][O:11]CC1C=CC=CC=1)([CH3:4])([CH3:3])[CH3:2]. (7) Given the product [Br:1][C:2]1[CH:11]=[C:10]2[C:5]([C:6](=[O:12])[CH2:7][CH2:8][O:9]2)=[CH:4][CH:3]=1, predict the reactants needed to synthesize it. The reactants are: [Br:1][C:2]1[CH:11]=[C:10]2[C:5]([C:6](=[O:12])[CH:7]=[CH:8][O:9]2)=[CH:4][CH:3]=1.[H-].C([Al+]CC(C)C)C(C)C. (8) Given the product [CH2:38]([N:40]([CH2:43][CH:44]1[CH2:47][CH2:46][N:45]1[C:9]1[CH:14]=[CH:13][CH:12]=[CH:11][C:10]=1[S:15]([CH2:18][C:19]1[C:24]([C:25]([O:27][CH3:28])=[O:26])=[C:23]([O:29][CH3:30])[C:22]([C:31]2[CH:35]=[CH:34][O:33][CH:32]=2)=[CH:21][CH:20]=1)(=[O:17])=[O:16])[CH2:41][CH3:42])[CH3:39], predict the reactants needed to synthesize it. The reactants are: C(N(CC)CC)C.F[C:9]1[CH:14]=[CH:13][CH:12]=[CH:11][C:10]=1[S:15]([CH2:18][C:19]1[C:24]([C:25]([O:27][CH3:28])=[O:26])=[C:23]([O:29][CH3:30])[C:22]([C:31]2[CH:35]=[CH:34][O:33][CH:32]=2)=[CH:21][CH:20]=1)(=[O:17])=[O:16].Cl.Cl.[CH2:38]([N:40]([CH2:43][CH:44]1[CH2:47][CH2:46][NH:45]1)[CH2:41][CH3:42])[CH3:39]. (9) The reactants are: [NH2:1][C:2]1[C:7]2[C:8](Br)=[CH:9][S:10][C:6]=2[C:5]([C:12]2[CH:17]=[C:16]([O:18][CH3:19])[C:15]([O:20][CH3:21])=[C:14]([O:22][CH3:23])[CH:13]=2)=[CH:4][N:3]=1.[Cl:24][C:25]1[CH:30]=[CH:29][C:28](B(O)O)=[CH:27][CH:26]=1.C(=O)(O)[O-].[Na+]. Given the product [NH2:1][C:2]1[C:7]2[C:8]([C:28]3[CH:29]=[CH:30][C:25]([Cl:24])=[CH:26][CH:27]=3)=[CH:9][S:10][C:6]=2[C:5]([C:12]2[CH:17]=[C:16]([O:18][CH3:19])[C:15]([O:20][CH3:21])=[C:14]([O:22][CH3:23])[CH:13]=2)=[CH:4][N:3]=1, predict the reactants needed to synthesize it. (10) Given the product [Cl:1][C:2]1[CH:3]=[C:4]([CH2:13][OH:14])[C:5]2[O:9][C:8]([C:10]#[N:11])=[CH:7][C:6]=2[CH:12]=1, predict the reactants needed to synthesize it. The reactants are: [Cl:1][C:2]1[CH:3]=[C:4]([C:13](OC)=[O:14])[C:5]2[O:9][C:8]([C:10]#[N:11])=[CH:7][C:6]=2[CH:12]=1.[H-].[H-].[H-].[H-].[Li+].[Al+3].